This data is from Full USPTO retrosynthesis dataset with 1.9M reactions from patents (1976-2016). The task is: Predict the reactants needed to synthesize the given product. (1) Given the product [CH:38]1([C:18]2[C:17]([CH2:16][O:15][C:12]3[CH:13]=[C:14]4[C:9]([CH:8]=[CH:7][N:6]4[CH2:5][C:4]([OH:41])=[O:3])=[CH:10][CH:11]=3)=[C:22]([C:23]([F:24])([F:25])[F:26])[CH:21]=[C:20]([C:27]3[CH:28]=[CH:29][C:30]([O:33][C:34]([F:37])([F:36])[F:35])=[CH:31][CH:32]=3)[N:19]=2)[CH2:40][CH2:39]1, predict the reactants needed to synthesize it. The reactants are: C([O:3][C:4](=[O:41])[CH2:5][N:6]1[C:14]2[C:9](=[CH:10][CH:11]=[C:12]([O:15][CH2:16][C:17]3[C:18]([CH:38]4[CH2:40][CH2:39]4)=[N:19][C:20]([C:27]4[CH:32]=[CH:31][C:30]([O:33][C:34]([F:37])([F:36])[F:35])=[CH:29][CH:28]=4)=[CH:21][C:22]=3[C:23]([F:26])([F:25])[F:24])[CH:13]=2)[CH:8]=[CH:7]1)C.[Li+].[OH-]. (2) Given the product [CH3:4][O:11][CH2:10][C:9]([CH3:12])([CH3:13])[C:8]([N:30]([O:19][CH3:16])[CH3:29])=[O:7], predict the reactants needed to synthesize it. The reactants are: CC1(C=O)CC[C:4]2([O:11][CH2:10][C:9]([CH3:13])([CH3:12])[CH2:8][O:7]2)C1.[C:16]([O-:19])([O-])=O.[K+].[K+].BrCCCCBr.C[C:29]#[N:30]. (3) Given the product [CH3:1][S:2]([O:6][CH:7]([C:12]1[CH:13]=[CH:14][C:15]([C:16]#[N:17])=[CH:18][CH:19]=1)[CH:8]([CH3:11])[CH2:9][CH3:10])(=[O:4])=[O:3], predict the reactants needed to synthesize it. The reactants are: [CH3:1][S:2](Cl)(=[O:4])=[O:3].[OH:6][CH:7]([C:12]1[CH:19]=[CH:18][C:15]([C:16]#[N:17])=[CH:14][CH:13]=1)[CH:8]([CH3:11])[CH2:9][CH3:10].C(N(CC)CC)C. (4) Given the product [OH:30][C@@H:16]1[CH2:15][C@H:14]([OH:31])[C@H:13]([CH2:12]/[CH:11]=[CH:10]\[CH2:9][CH2:8][CH2:7][C:5]([O:4][C:2]2[CH:1]=[CH:48][C:36]([C:37]([O:39][CH2:40][CH:41]([CH2:45][C:46]#[CH:47])[CH2:42][C:43]#[CH:44])=[O:38])=[CH:35][CH:3]=2)=[O:6])[C@H:17]1[CH2:18][CH2:19][C@@H:20]([OH:29])[CH2:21][CH2:22][C:23]1[CH:24]=[CH:25][CH:26]=[CH:27][CH:28]=1, predict the reactants needed to synthesize it. The reactants are: [CH3:1][CH:2]([O:4][C:5]([CH2:7][CH2:8][CH2:9]/[CH:10]=[CH:11]\[CH2:12][C@@H:13]1[C@@H:17]([CH2:18][CH2:19][C@@H:20]([OH:29])[CH2:21][CH2:22][C:23]2[CH:28]=[CH:27][CH:26]=[CH:25][CH:24]=2)[C@H:16]([OH:30])[CH2:15][C@@H:14]1[OH:31])=[O:6])[CH3:3].OC1C=[CH:48][C:36]([C:37]([O:39][CH2:40][CH:41]([CH2:45][C:46]#[CH:47])[CH2:42][C:43]#[CH:44])=[O:38])=[CH:35]C=1.CN(C(ON1N=NC2C=CC=CC1=2)=[N+](C)C)C.F[P-](F)(F)(F)(F)F.CCN(CC)CC.